This data is from Forward reaction prediction with 1.9M reactions from USPTO patents (1976-2016). The task is: Predict the product of the given reaction. (1) Given the reactants [F:1][C:2]1[CH:7]=[CH:6][C:5]([CH2:8][C:9]([OH:11])=O)=[CH:4][CH:3]=1.[CH3:12][NH:13][C@@H:14]1[CH2:31][N:18]2[C:19]3[C:24]([C:25]([CH2:26][C:27]([O:29]C)=[O:28])=[C:17]2[CH2:16][CH2:15]1)=[CH:23][CH:22]=[CH:21][CH:20]=3, predict the reaction product. The product is: [F:1][C:2]1[CH:3]=[CH:4][C:5]([CH2:8][C:9]([N:13]([CH3:12])[C@@H:14]2[CH2:31][N:18]3[C:19]4[C:24]([C:25]([CH2:26][C:27]([OH:29])=[O:28])=[C:17]3[CH2:16][CH2:15]2)=[CH:23][CH:22]=[CH:21][CH:20]=4)=[O:11])=[CH:6][CH:7]=1. (2) Given the reactants [OH:1][CH2:2][CH2:3][NH:4][C:5]1[CH:10]=[C:9]([C:11]2[CH:16]=[CH:15][CH:14]=[C:13]([C:17]([F:20])([F:19])[F:18])[CH:12]=2)[N:8]=[C:7]([C:21]#[N:22])[N:6]=1.CC(OI1(OC(C)=O)(OC(C)=O)OC(=O)C2C=CC=CC1=2)=O, predict the reaction product. The product is: [O:1]=[CH:2][CH2:3][NH:4][C:5]1[CH:10]=[C:9]([C:11]2[CH:16]=[CH:15][CH:14]=[C:13]([C:17]([F:19])([F:18])[F:20])[CH:12]=2)[N:8]=[C:7]([C:21]#[N:22])[N:6]=1. (3) Given the reactants [CH3:1][O:2][C:3]1[CH:4]=[C:5]([CH2:17][C:18]([O:20][CH2:21][CH3:22])=[O:19])[CH:6]=[CH:7][C:8]=1OS(C(F)(F)F)(=O)=O.C(=O)([O-])[O-].[K+].[K+].[CH3:29][O:30][CH2:31][C:32]1[CH:33]=[C:34](B(O)O)[CH:35]=[CH:36][CH:37]=1, predict the reaction product. The product is: [CH3:1][O:2][C:3]1[CH:4]=[C:5]([CH2:17][C:18]([O:20][CH2:21][CH3:22])=[O:19])[CH:6]=[CH:7][C:8]=1[C:34]1[CH:33]=[C:32]([CH2:31][O:30][CH3:29])[CH:37]=[CH:36][CH:35]=1. (4) Given the reactants [CH3:1][C:2]1[CH:7]=[CH:6][C:5]([S:8]([OH:10])=[O:9])=[CH:4][CH:3]=1.[F:11][C:12]1[CH:19]=[C:18]([F:20])[CH:17]=[CH:16][C:13]=1[CH:14]=O.[CH:21]([NH2:23])=[O:22], predict the reaction product. The product is: [F:11][C:12]1[CH:19]=[C:18]([F:20])[CH:17]=[CH:16][C:13]=1[CH:14]([S:8]([C:5]1[CH:6]=[CH:7][C:2]([CH3:1])=[CH:3][CH:4]=1)(=[O:10])=[O:9])[NH:23][CH:21]=[O:22]. (5) Given the reactants [H-].[Na+].[C:3]([O:7][C:8]([N:10]1[CH2:15][CH2:14][N:13]([C:16]2[CH:21]=[CH:20][C:19]([O:22][CH2:23][CH2:24][CH2:25][OH:26])=[CH:18][CH:17]=2)[C@@H:12]([CH2:27][O:28][CH2:29][C:30]2[CH:35]=[CH:34][C:33]([O:36][CH3:37])=[CH:32][CH:31]=2)[CH2:11]1)=[O:9])([CH3:6])([CH3:5])[CH3:4].[Cl:38][C:39]1[CH:46]=[CH:45][C:42]([CH2:43]Cl)=[CH:41][CH:40]=1, predict the reaction product. The product is: [C:3]([O:7][C:8]([N:10]1[CH2:15][CH2:14][N:13]([C:16]2[CH:17]=[CH:18][C:19]([O:22][CH2:23][CH2:24][CH2:25][O:26][CH2:43][C:42]3[CH:45]=[CH:46][C:39]([Cl:38])=[CH:40][CH:41]=3)=[CH:20][CH:21]=2)[C@@H:12]([CH2:27][O:28][CH2:29][C:30]2[CH:31]=[CH:32][C:33]([O:36][CH3:37])=[CH:34][CH:35]=2)[CH2:11]1)=[O:9])([CH3:5])([CH3:6])[CH3:4]. (6) Given the reactants [CH2:1]([O:8][CH2:9][N:10]1[C:14]2[CH:15]=[N:16][N:17](COCC[Si](C)(C)C)[C:18](=[O:19])[C:13]=2[C:12]([CH:28]([C:30]2[CH:35]=[CH:34][C:33]([F:36])=[CH:32][CH:31]=2)O)=[CH:11]1)[C:2]1[CH:7]=[CH:6][CH:5]=[CH:4][CH:3]=1.C(OCN1C2C=NNC(=O)C=2C(C(O)(C)C)=C1)C1C=CC=CC=1, predict the reaction product. The product is: [CH2:1]([O:8][CH2:9][N:10]1[C:14]2[CH:15]=[N:16][NH:17][C:18](=[O:19])[C:13]=2[C:12]([CH2:28][C:30]2[CH:35]=[CH:34][C:33]([F:36])=[CH:32][CH:31]=2)=[CH:11]1)[C:2]1[CH:7]=[CH:6][CH:5]=[CH:4][CH:3]=1.